From a dataset of Full USPTO retrosynthesis dataset with 1.9M reactions from patents (1976-2016). Predict the reactants needed to synthesize the given product. Given the product [F:1][C:2]1[CH:3]=[C:4]([CH:14]([NH:16][C:17]([C:19]2[N:20]=[C:21]([C:31]3[CH:30]=[CH:29][CH:28]=[C:27]([N:26]([CH3:36])[CH3:25])[CH:32]=3)[O:22][CH:23]=2)=[O:18])[CH3:15])[CH:5]=[C:6]([F:13])[C:7]=1[NH:8][S:9]([CH3:12])(=[O:11])=[O:10], predict the reactants needed to synthesize it. The reactants are: [F:1][C:2]1[CH:3]=[C:4]([CH:14]([NH:16][C:17]([C:19]2[N:20]=[C:21](Cl)[O:22][CH:23]=2)=[O:18])[CH3:15])[CH:5]=[C:6]([F:13])[C:7]=1[NH:8][S:9]([CH3:12])(=[O:11])=[O:10].[CH3:25][N:26]([CH3:36])[C:27]1[CH:28]=[C:29](B(O)O)[CH:30]=[CH:31][CH:32]=1.C([O-])([O-])=O.[Cs+].[Cs+].Cl.